This data is from Catalyst prediction with 721,799 reactions and 888 catalyst types from USPTO. The task is: Predict which catalyst facilitates the given reaction. (1) Reactant: [CH2:1]([O:8][CH2:9][CH2:10][CH2:11][C@H:12]1[CH2:16][O:15]C(C)(C)[O:13]1)[C:2]1[CH:7]=[CH:6][CH:5]=[CH:4][CH:3]=1.O.C1(C)C=CC(S(O)(=O)=O)=CC=1. Product: [CH2:1]([O:8][CH2:9][CH2:10][CH2:11][C@H:12]([OH:13])[CH2:16][OH:15])[C:2]1[CH:7]=[CH:6][CH:5]=[CH:4][CH:3]=1. The catalyst class is: 240. (2) Reactant: [C:1]([O:5][C:6]([N:8]1[CH2:13][CH2:12][N:11]([C:14]2[N:19]=[CH:18][N:17]=[C:16]3[NH:20][N:21]=[CH:22][C:15]=23)[CH2:10][CH2:9]1)=[O:7])([CH3:4])([CH3:3])[CH3:2].[Br:23]N1C(=O)CCC1=O. Product: [Br:23][C:22]1[C:15]2[C:16](=[N:17][CH:18]=[N:19][C:14]=2[N:11]2[CH2:10][CH2:9][N:8]([C:6]([O:5][C:1]([CH3:4])([CH3:2])[CH3:3])=[O:7])[CH2:13][CH2:12]2)[NH:20][N:21]=1. The catalyst class is: 9. (3) Reactant: Br[C:2]1[CH:7]=[CH:6][C:5]([Br:8])=[CH:4][N:3]=1.[CH2:9]([CH:16]1[CH2:21][CH2:20][NH:19][CH2:18][CH2:17]1)[C:10]1[CH:15]=[CH:14][CH:13]=[CH:12][CH:11]=1. Product: [CH2:9]([CH:16]1[CH2:21][CH2:20][N:19]([C:2]2[CH:7]=[CH:6][C:5]([Br:8])=[CH:4][N:3]=2)[CH2:18][CH2:17]1)[C:10]1[CH:15]=[CH:14][CH:13]=[CH:12][CH:11]=1. The catalyst class is: 45. (4) Reactant: [OH:1][C:2]1[CH:3]=[C:4]([CH2:8][C:9]#[N:10])[CH:5]=[CH:6][CH:7]=1.N(C(OC(C)C)=O)=NC(OC(C)C)=O.[CH3:25][C:26]1[CH:33]=[CH:32][CH:31]=[C:30]([CH3:34])[C:27]=1[CH2:28]O.C1(P(C2C=CC=CC=2)C2C=CC=CC=2)C=CC=CC=1. Product: [CH3:25][C:26]1[CH:33]=[CH:32][CH:31]=[C:30]([CH3:34])[C:27]=1[CH2:28][O:1][C:2]1[CH:3]=[C:4]([CH2:8][C:9]#[N:10])[CH:5]=[CH:6][CH:7]=1. The catalyst class is: 1. (5) Reactant: [CH:1]([O:3][C@H:4]([CH2:21][CH2:22][C:23]1[CH:28]=[CH:27][C:26]([C:29]2[CH:34]=[C:33]([F:35])[CH:32]=[C:31]([F:36])[CH:30]=2)=[CH:25][CH:24]=1)[C@@H:5]([CH:19]=[O:20])[CH2:6][CH2:7][N:8]1[C:16](=[O:17])[C:15]2[C:10](=[CH:11][CH:12]=[CH:13][CH:14]=2)[C:9]1=[O:18])=[O:2].P([O-])(O)(O)=[O:38].[Na+].OO.Cl([O-])=O.[Na+]. Product: [F:35][C:33]1[CH:34]=[C:29]([C:26]2[CH:25]=[CH:24][C:23]([CH2:22][CH2:21][C@@H:4]([O:3][CH:1]=[O:2])[C@H:5]([CH2:6][CH2:7][N:8]3[C:9](=[O:18])[C:10]4[C:15](=[CH:14][CH:13]=[CH:12][CH:11]=4)[C:16]3=[O:17])[C:19]([OH:38])=[O:20])=[CH:28][CH:27]=2)[CH:30]=[C:31]([F:36])[CH:32]=1. The catalyst class is: 47. (6) Reactant: [NH2:1][CH2:2][C@@H:3]([C@H:5]([C@@H:7]([C@@H:9]([CH2:11][OH:12])[OH:10])[OH:8])[OH:6])[OH:4].[C:13](O[C:13]([O:15][C:16]([CH3:19])([CH3:18])[CH3:17])=[O:14])([O:15][C:16]([CH3:19])([CH3:18])[CH3:17])=[O:14]. Product: [C:16]([O:15][C:13](=[O:14])[NH:1][CH2:2][CH:3]([OH:4])[CH:5]([OH:6])[CH:7]([OH:8])[CH:9]([OH:10])[CH2:11][OH:12])([CH3:19])([CH3:18])[CH3:17]. The catalyst class is: 3. (7) Reactant: [Cl:1][CH2:2][C:3]([NH:5][C:6]1[CH:11]=[CH:10][N:9]=[CH:8][CH:7]=1)=[O:4].[N:12]12[CH2:19][CH2:18][CH:15]([CH2:16][CH2:17]1)[C@@H:14]([O:20][C:21]([C:23]1([C:30]3[CH:35]=[CH:34][CH:33]=[CH:32][CH:31]=3)[CH2:29][CH2:28][CH2:27][CH2:26][CH2:25][CH2:24]1)=[O:22])[CH2:13]2.C(OCC)C. Product: [Cl-:1].[C:30]1([C:23]2([C:21]([O:20][C@@H:14]3[CH:15]4[CH2:18][CH2:19][N+:12]([CH2:2][C:3](=[O:4])[NH:5][C:6]5[CH:11]=[CH:10][N:9]=[CH:8][CH:7]=5)([CH2:17][CH2:16]4)[CH2:13]3)=[O:22])[CH2:29][CH2:28][CH2:27][CH2:26][CH2:25][CH2:24]2)[CH:31]=[CH:32][CH:33]=[CH:34][CH:35]=1. The catalyst class is: 10. (8) Product: [CH2:1]([O:8][CH:9]1[CH2:12][CH:11]([OH:13])[CH2:10]1)[C:2]1[CH:7]=[CH:6][CH:5]=[CH:4][CH:3]=1. Reactant: [CH2:1]([O:8][CH:9]1[CH2:12][C:11](=[O:13])[CH2:10]1)[C:2]1[CH:7]=[CH:6][CH:5]=[CH:4][CH:3]=1.[H-].[H-].[H-].[H-].[Li+].[Al+3]. The catalyst class is: 1.